Dataset: CYP2C19 inhibition data for predicting drug metabolism from PubChem BioAssay. Task: Regression/Classification. Given a drug SMILES string, predict its absorption, distribution, metabolism, or excretion properties. Task type varies by dataset: regression for continuous measurements (e.g., permeability, clearance, half-life) or binary classification for categorical outcomes (e.g., BBB penetration, CYP inhibition). Dataset: cyp2c19_veith. (1) The compound is CCN(CCO)CCO.Oc1c(Cl)c(Cl)c(Cl)c(Cl)c1Cl. The result is 0 (non-inhibitor). (2) The molecule is COCCCNC(=O)CN(c1ccc(OC)cc1)S(=O)(=O)c1ccc(NC(C)=O)cc1. The result is 1 (inhibitor). (3) The drug is COCCn1c(=O)c(-c2cccs2)nc2cnc(Oc3ccccc3)nc21. The result is 1 (inhibitor). (4) The compound is COc1cccc(Nc2ncc3nc(CCc4ccccc4)c(=O)n(Cc4cccs4)c3n2)c1. The result is 0 (non-inhibitor).